From a dataset of Forward reaction prediction with 1.9M reactions from USPTO patents (1976-2016). Predict the product of the given reaction. (1) Given the reactants [Br:1][C:2]1[CH:7]=[CH:6][C:5]([C:8]([C:10]2[CH:15]=[CH:14][C:13]([OH:16])=[CH:12][CH:11]=2)=O)=[CH:4][CH:3]=1.[S:17]1[CH2:22][CH2:21][C:20](=O)[CH2:19][CH2:18]1.O.C([O-])([O-])=O.[K+].[K+], predict the reaction product. The product is: [Br:1][C:2]1[CH:7]=[CH:6][C:5]([C:8](=[C:20]2[CH2:21][CH2:22][S:17][CH2:18][CH2:19]2)[C:10]2[CH:15]=[CH:14][C:13]([OH:16])=[CH:12][CH:11]=2)=[CH:4][CH:3]=1. (2) The product is: [Cl:1][C:2]1[CH:3]=[CH:4][C:5]([C:37]#[N:38])=[C:6]([C:8]2[C:13]([O:14][CH3:15])=[CH:12][N:11]([CH:16]([CH:33]([CH3:34])[CH3:35])[C:17]([NH:19][C:20]3[CH:32]=[CH:31][C:23]([C:24]([OH:26])=[O:25])=[CH:22][CH:21]=3)=[O:18])[C:10](=[O:36])[CH:9]=2)[CH:7]=1. Given the reactants [Cl:1][C:2]1[CH:3]=[CH:4][C:5]([C:37]#[N:38])=[C:6]([C:8]2[C:13]([O:14][CH3:15])=[CH:12][N:11]([CH:16]([CH:33]([CH3:35])[CH3:34])[C:17]([NH:19][C:20]3[CH:32]=[CH:31][C:23]([C:24]([O:26]C(C)(C)C)=[O:25])=[CH:22][CH:21]=3)=[O:18])[C:10](=[O:36])[CH:9]=2)[CH:7]=1.C(O)(C(F)(F)F)=O, predict the reaction product.